Dataset: Catalyst prediction with 721,799 reactions and 888 catalyst types from USPTO. Task: Predict which catalyst facilitates the given reaction. (1) Reactant: C(OC(=O)[NH:7][CH:8]1[CH2:13][CH2:12][N:11]([C:14](=[O:37])[C@@H:15]([NH:24][C:25]([C:27]2[NH:36][C:30]3=[CH:31][N:32]=[C:33]([Cl:35])[CH:34]=[C:29]3[CH:28]=2)=[O:26])[CH2:16][C:17]2[CH:22]=[CH:21][C:20]([F:23])=[CH:19][CH:18]=2)[CH2:10][CH2:9]1)(C)(C)C.Cl.O1CCOCC1. Product: [NH2:7][CH:8]1[CH2:9][CH2:10][N:11]([C:14](=[O:37])[C@@H:15]([NH:24][C:25]([C:27]2[NH:36][C:30]3=[CH:31][N:32]=[C:33]([Cl:35])[CH:34]=[C:29]3[CH:28]=2)=[O:26])[CH2:16][C:17]2[CH:22]=[CH:21][C:20]([F:23])=[CH:19][CH:18]=2)[CH2:12][CH2:13]1. The catalyst class is: 5. (2) Reactant: [C:1]([O:4][CH2:5][CH:6]1[CH:11]=[CH:10][C@H:9]([NH:12][C:13]2[C:18]([N+:19]([O-])=O)=[CH:17][N:16]=[C:15]3[CH:22]=[CH:23][S:24][C:14]=23)[CH2:8][O:7]1)(=[O:3])[CH3:2]. Product: [C:1]([O:4][CH2:5][CH:6]1[CH2:11][CH2:10][C@H:9]([NH:12][C:13]2[C:18]([NH2:19])=[CH:17][N:16]=[C:15]3[CH:22]=[CH:23][S:24][C:14]=23)[CH2:8][O:7]1)(=[O:3])[CH3:2]. The catalyst class is: 43. (3) Product: [Br:1][C:2]1[CH:3]=[C:4]2[N:10]=[CH:9][N:8]([C:11]3[CH:12]=[C:13]([NH:25][S:34]([CH2:32][CH3:33])(=[O:36])=[O:35])[CH:14]=[C:15]([C:17]4[CH:22]=[CH:21][C:20]([F:23])=[CH:19][C:18]=4[F:24])[CH:16]=3)[C:5]2=[N:6][CH:7]=1. Reactant: [Br:1][C:2]1[CH:3]=[C:4]2[N:10]=[CH:9][N:8]([C:11]3[CH:12]=[C:13]([NH2:25])[CH:14]=[C:15]([C:17]4[CH:22]=[CH:21][C:20]([F:23])=[CH:19][C:18]=4[F:24])[CH:16]=3)[C:5]2=[N:6][CH:7]=1.N1C=CC=CC=1.[CH2:32]([S:34](Cl)(=[O:36])=[O:35])[CH3:33]. The catalyst class is: 2.